This data is from Reaction yield outcomes from USPTO patents with 853,638 reactions. The task is: Predict the reaction yield, written as a fraction of the theoretical maximum amount of product (1.0 means a 100% yield; for example, 0.34 means a 34% yield). The reactants are [NH2:1][CH2:2][CH2:3][O:4][C:5]1[CH:10]=[CH:9][C:8]([NH:11][C:12](=[O:21])[C:13]2[CH:18]=[CH:17][CH:16]=[C:15]([O:19][CH3:20])[CH:14]=2)=[CH:7][C:6]=1[C:22]1[N:26]([CH3:27])[N:25]=[CH:24][CH:23]=1.Br[CH2:29][CH2:30][C:31]([F:34])([F:33])[F:32].C(N(CC)CC)C. The catalyst is CN(C=O)C. The product is [CH3:20][O:19][C:15]1[CH:14]=[C:13]([CH:18]=[CH:17][CH:16]=1)[C:12]([NH:11][C:8]1[CH:9]=[CH:10][C:5]([O:4][CH2:3][CH2:2][NH:1][CH2:29][CH2:30][C:31]([F:34])([F:33])[F:32])=[C:6]([C:22]2[N:26]([CH3:27])[N:25]=[CH:24][CH:23]=2)[CH:7]=1)=[O:21]. The yield is 0.0230.